The task is: Regression/Classification. Given a drug SMILES string, predict its absorption, distribution, metabolism, or excretion properties. Task type varies by dataset: regression for continuous measurements (e.g., permeability, clearance, half-life) or binary classification for categorical outcomes (e.g., BBB penetration, CYP inhibition). Dataset: cyp2c9_veith.. This data is from CYP2C9 inhibition data for predicting drug metabolism from PubChem BioAssay. The molecule is COC(=O)[C@@]1(Cc2ccccc2)[C@H]2c3cc(C(=O)N4CCCC4)n(Cc4ccc(OC)c(OC)c4)c3C[C@H]2CN1C(=O)c1ccccc1. The result is 1 (inhibitor).